Dataset: Reaction yield outcomes from USPTO patents with 853,638 reactions. Task: Predict the reaction yield, written as a fraction of the theoretical maximum amount of product (1.0 means a 100% yield; for example, 0.34 means a 34% yield). (1) The reactants are [NH2:1][C:2]1[CH:3]=[C:4]([CH:15]=[CH:16][C:17]=1[F:18])[O:5][C:6]1[CH:7]=[CH:8][C:9]([C:12](O)=[O:13])=[N:10][CH:11]=1.B. The catalyst is C1COCC1. The product is [NH2:1][C:2]1[CH:3]=[C:4]([CH:15]=[CH:16][C:17]=1[F:18])[O:5][C:6]1[CH:7]=[CH:8][C:9]([CH2:12][OH:13])=[N:10][CH:11]=1. The yield is 0.980. (2) The reactants are Cl[CH2:2][C:3]([NH:5][C:6]1[CH:11]=[C:10]([N+:12]([O-:14])=[O:13])[CH:9]=[CH:8][C:7]=1[CH3:15])=[O:4].[NH:16]1[CH2:21][CH2:20][O:19][CH2:18][CH2:17]1.C(N(CC)CC)C.[I-].[K+]. The catalyst is CN(C=O)C. The product is [CH3:15][C:7]1[CH:8]=[CH:9][C:10]([N+:12]([O-:14])=[O:13])=[CH:11][C:6]=1[NH:5][C:3](=[O:4])[CH2:2][N:16]1[CH2:21][CH2:20][O:19][CH2:18][CH2:17]1. The yield is 0.790. (3) The reactants are [H-].[Na+].[O:3]=[C:4]1[CH:13]([CH2:14][N:15]2[CH2:20][CH2:19][C:18]3([C:28]4[C:23](=[CH:24][CH:25]=[CH:26][CH:27]=4)[CH2:22][CH2:21]3)[CH2:17][CH2:16]2)[CH2:12][C:11]2[C:6](=[CH:7][CH:8]=[CH:9][CH:10]=2)[NH:5]1.Br[CH2:30][C:31]([O:33][CH3:34])=[O:32]. The catalyst is CN(C=O)C. The product is [CH3:34][O:33][C:31]([CH2:30][N:5]1[C:6]2[C:11](=[CH:10][CH:9]=[CH:8][CH:7]=2)[CH2:12][CH:13]([CH2:14][N:15]2[CH2:16][CH2:17][C:18]3([C:28]4[C:23](=[CH:24][CH:25]=[CH:26][CH:27]=4)[CH2:22][CH2:21]3)[CH2:19][CH2:20]2)[C:4]1=[O:3])=[O:32]. The yield is 0.910. (4) The reactants are [CH3:1][O:2][C:3]1[CH:12]=[C:11]([O:13][CH3:14])[CH:10]=[C:9]2[C:4]=1[C:5](=[O:27])[NH:6][C:7]([C:15]1[CH:20]=[CH:19][C:18]([N:21]3[CH2:26][CH2:25][NH:24][CH2:23][CH2:22]3)=[CH:17][CH:16]=1)=[N:8]2.C(=O)([O-])[O-].[K+].[K+].Br[CH2:35][CH2:36][OH:37]. The catalyst is CN(C=O)C.O. The product is [OH:37][CH2:36][CH2:35][N:24]1[CH2:23][CH2:22][N:21]([C:18]2[CH:19]=[CH:20][C:15]([C:7]3[NH:6][C:5](=[O:27])[C:4]4[C:9](=[CH:10][C:11]([O:13][CH3:14])=[CH:12][C:3]=4[O:2][CH3:1])[N:8]=3)=[CH:16][CH:17]=2)[CH2:26][CH2:25]1. The yield is 0.0900.